The task is: Predict the product of the given reaction.. This data is from Forward reaction prediction with 1.9M reactions from USPTO patents (1976-2016). (1) Given the reactants [O:1]=[C:2]1[NH:6][C:5](=[O:7])[C:4](=[CH:8][C:9]2[CH:14]=[CH:13][C:12]([C:15]3[CH:20]=[CH:19][CH:18]=[C:17]([CH2:21][N:22](C)[C:23](=O)OC(C)(C)C)[CH:16]=3)=[CH:11][CH:10]=2)[S:3]1.FC(F)(F)C(O)=O.C(=O)(O)[O-], predict the reaction product. The product is: [CH3:23][NH:22][CH2:21][C:17]1[CH:16]=[C:15]([C:12]2[CH:11]=[CH:10][C:9](=[CH:8][CH:4]3[S:3][C:2](=[O:1])[NH:6][C:5]3=[O:7])[CH2:14][CH:13]=2)[CH:20]=[CH:19][CH:18]=1. (2) Given the reactants [Br:1][C:2]1[CH:7]=[CH:6][C:5](OB(O)O)=[CH:4][CH:3]=1.[C:12]1(=[O:17])[CH2:16][CH2:15][CH:14]=[CH:13]1.C(=O)(O)[O-].[Na+], predict the reaction product. The product is: [Br:1][C:2]1[CH:7]=[CH:6][C:5]([C@@H:14]2[CH2:15][CH2:16][C:12](=[O:17])[CH2:13]2)=[CH:4][CH:3]=1. (3) Given the reactants [OH:1][CH2:2][C:3]1[CH:8]=[CH:7][C:6]([CH2:9][C:10]([O:12][CH3:13])=[O:11])=[CH:5][CH:4]=1.N1C(C)=CC=CC=1C.[Si:22](OS(C(F)(F)F)(=O)=O)([CH:29]([CH3:31])[CH3:30])([CH:26]([CH3:28])[CH3:27])[CH:23]([CH3:25])[CH3:24], predict the reaction product. The product is: [CH:23]([Si:22]([CH:29]([CH3:31])[CH3:30])([CH:26]([CH3:28])[CH3:27])[O:1][CH2:2][C:3]1[CH:8]=[CH:7][C:6]([CH2:9][C:10]([O:12][CH3:13])=[O:11])=[CH:5][CH:4]=1)([CH3:25])[CH3:24]. (4) Given the reactants [CH:1]1([N:4]([CH2:37][C:38]2[CH:43]=[C:42]([O:44][CH2:45][CH2:46][CH2:47]SC)[CH:41]=[C:40]([CH2:50][CH2:51][CH2:52][O:53][CH3:54])[CH:39]=2)[C:5](=[O:36])[CH:6]([CH2:16][C:17]2[CH:22]=[CH:21][C:20]([O:23][CH2:24][CH2:25][O:26][C:27]3[C:32]([Cl:33])=[CH:31][C:30]([CH3:34])=[CH:29][C:28]=3[Cl:35])=[CH:19][CH:18]=2)[CH2:7][NH:8][C:9](=[O:15])[O:10][C:11]([CH3:14])([CH3:13])[CH3:12])[CH2:3][CH2:2]1.CO.O[O:58][S:59]([O-:61])=O.[K+].[C:63](=O)(O)[O-].[Na+], predict the reaction product. The product is: [CH:1]1([N:4]([CH2:37][C:38]2[CH:43]=[C:42]([O:44][CH2:45][CH2:46][CH2:47][S:59]([CH3:63])(=[O:61])=[O:58])[CH:41]=[C:40]([CH2:50][CH2:51][CH2:52][O:53][CH3:54])[CH:39]=2)[C:5](=[O:36])[CH:6]([CH2:16][C:17]2[CH:22]=[CH:21][C:20]([O:23][CH2:24][CH2:25][O:26][C:27]3[C:32]([Cl:33])=[CH:31][C:30]([CH3:34])=[CH:29][C:28]=3[Cl:35])=[CH:19][CH:18]=2)[CH2:7][NH:8][C:9](=[O:15])[O:10][C:11]([CH3:14])([CH3:13])[CH3:12])[CH2:2][CH2:3]1. (5) Given the reactants F[C:2]1[CH:8]=[CH:7][C:6]([N+:9]([O-:11])=[O:10])=[CH:5][C:3]=1[NH2:4].[CH3:12][NH2:13].C1COCC1.C(=O)([O-])[O-].[K+].[K+], predict the reaction product. The product is: [CH3:12][NH:13][C:2]1[C:3]([NH2:4])=[CH:5][C:6]([N+:9]([O-:11])=[O:10])=[CH:7][CH:8]=1.